This data is from Catalyst prediction with 721,799 reactions and 888 catalyst types from USPTO. The task is: Predict which catalyst facilitates the given reaction. (1) Product: [N:19]1[CH:20]=[CH:21][CH:22]=[C:17]([C:14]2[CH:15]=[CH:16][C:11]([C:10]3[O:9][C:8]([C:23]4[CH:28]=[CH:27][C:26]([C:29]([F:31])([F:30])[F:32])=[CH:25][CH:24]=4)=[N:7][C:6]=3[C:4]([OH:5])=[O:3])=[CH:12][CH:13]=2)[CH:18]=1. The catalyst class is: 1. Reactant: C([O:3][C:4]([C:6]1[N:7]=[C:8]([C:23]2[CH:28]=[CH:27][C:26]([C:29]([F:32])([F:31])[F:30])=[CH:25][CH:24]=2)[O:9][C:10]=1[C:11]1[CH:16]=[CH:15][C:14]([C:17]2[CH:18]=[N:19][CH:20]=[CH:21][CH:22]=2)=[CH:13][CH:12]=1)=[O:5])C.[OH-].[Na+]. (2) Reactant: [Br:1][C:2]1[CH:11]=[CH:10][C:9]([O:12][Si](C(C)(C)C)(C)C)=[C:8]2[C:3]=1[CH:4]=[CH:5][C:6]([C:20]([F:23])([F:22])[F:21])=[N:7]2.Cl.O. Product: [Br:1][C:2]1[CH:11]=[CH:10][C:9]([OH:12])=[C:8]2[C:3]=1[CH:4]=[CH:5][C:6]([C:20]([F:21])([F:22])[F:23])=[N:7]2. The catalyst class is: 5. (3) Product: [Cl:1][C:2]1[CH:10]=[C:9]2[C:5]([C@H:6]([C:12]3[CH:13]=[CH:14][CH:15]=[CH:16][CH:17]=3)[CH2:7][C@@H:8]2[OH:11])=[CH:4][CH:3]=1. Reactant: [Cl:1][C:2]1[CH:10]=[C:9]2[C:5]([C@@H:6]([C:12]3[CH:17]=[CH:16][CH:15]=[CH:14][CH:13]=3)[CH2:7][C@H:8]2[OH:11])=[CH:4][CH:3]=1. The catalyst class is: 357.